Predict the reactants needed to synthesize the given product. From a dataset of Full USPTO retrosynthesis dataset with 1.9M reactions from patents (1976-2016). (1) Given the product [F:2][C:3]1[C:8]2[N:9]([CH3:14])[C:10](=[O:13])[O:11][CH2:12][C:7]=2[CH:6]=[C:5]([N:15]2[CH2:19][C@H:18]([C:20]([NH2:1])=[O:22])[O:17][C:16]2=[O:24])[CH:4]=1, predict the reactants needed to synthesize it. The reactants are: [NH3:1].[F:2][C:3]1[C:8]2[N:9]([CH3:14])[C:10](=[O:13])[O:11][CH2:12][C:7]=2[CH:6]=[C:5]([N:15]2[CH2:19][C@H:18]([C:20]([O:22]C)=O)[O:17][C:16]2=[O:24])[CH:4]=1. (2) Given the product [Cl:19][C:20]1[N:25]=[CH:24][C:23]2[N:27]([CH3:17])[C:4](=[O:5])[C@@H:3]([CH2:8][CH3:9])[N:2]([CH:13]([CH:10]3[CH2:12][CH2:11]3)[CH3:14])[C:22]=2[N:21]=1, predict the reactants needed to synthesize it. The reactants are: Cl.[NH2:2][C@H:3]([CH2:8][CH3:9])[C:4](OC)=[O:5].[CH:10]1([C:13](=O)[CH3:14])[CH2:12][CH2:11]1.Cl[CH2:17]Cl.[Cl:19][C:20]1[N:25]=[C:24](Cl)[C:23]([N+:27]([O-])=O)=[CH:22][N:21]=1. (3) Given the product [C:16]([C:24]1[CH:41]=[C:40]([CH2:42][CH3:43])[CH:39]=[CH:38][C:25]=1[O:26][CH:27]([CH2:35][CH2:36][CH3:37])[CH2:28][CH2:29][O:13][C:10]1[CH:11]=[CH:12][C:7]([S:6][CH2:5][C:4]([OH:3])=[O:15])=[C:8]([CH3:14])[CH:9]=1)(=[O:23])[C:17]1[CH:18]=[CH:19][CH:20]=[CH:21][CH:22]=1, predict the reactants needed to synthesize it. The reactants are: C([O:3][C:4](=[O:15])[CH2:5][S:6][C:7]1[CH:12]=[CH:11][C:10]([OH:13])=[CH:9][C:8]=1[CH3:14])C.[C:16]([C:24]1[CH:41]=[C:40]([CH2:42][CH3:43])[CH:39]=[CH:38][C:25]=1[O:26][CH:27]([CH2:35][CH2:36][CH3:37])[CH2:28][CH2:29]OS(C)(=O)=O)(=[O:23])[C:17]1[CH:22]=[CH:21][CH:20]=[CH:19][CH:18]=1.C([O-])([O-])=O.[Cs+].[Cs+].[OH-].[Na+].Cl. (4) Given the product [CH2:1]([O:5][C:6]1[CH:11]=[CH:10][CH:9]=[CH:8][C:7]=1[CH2:12][N:13]1[CH:17]=[CH:16][C:15]([C:18]([OH:20])=[O:19])=[N:14]1)[CH2:2][CH2:3][CH3:4], predict the reactants needed to synthesize it. The reactants are: [CH2:1]([O:5][C:6]1[CH:11]=[CH:10][CH:9]=[CH:8][C:7]=1[CH2:12][N:13]1[CH:17]=[CH:16][C:15]([C:18]([O:20]CC)=[O:19])=[N:14]1)[CH2:2][CH2:3][CH3:4].[OH-].[Na+]. (5) Given the product [CH2:16]([C:7]1([CH2:7][CH2:8][CH2:9][CH3:10])[C:6]2[CH:5]=[C:4]([N+:1]([O-:3])=[O:2])[CH:16]=[CH:15][C:14]=2[C:13]2[C:8]1=[CH:9][CH:10]=[CH:11][CH:12]=2)[CH2:4][CH2:5][CH3:6], predict the reactants needed to synthesize it. The reactants are: [N+:1]([C:4]1[CH:16]=[CH:15][C:14]2[C:13]3[C:8](=[CH:9][CH:10]=[CH:11][CH:12]=3)[CH2:7][C:6]=2[CH:5]=1)([O-:3])=[O:2].[OH-].[K+].[I-].[K+].O. (6) Given the product [C:25]([N:21]1[CH2:22][CH2:23][CH2:24][C@@H:19]([NH:18][C:3]2[C:2]([F:1])=[CH:7][N:6]=[C:5]([NH:8][C:9]3[CH:10]=[C:11]4[C:15](=[CH:16][CH:17]=3)[CH2:14][N:13]([CH:30]3[CH2:35][CH2:34][N:33]([C:36]([O:38][C:39]([CH3:42])([CH3:41])[CH3:40])=[O:37])[CH2:32][CH2:31]3)[CH2:12]4)[N:4]=2)[CH2:20]1)(=[O:28])[CH:26]=[CH2:27], predict the reactants needed to synthesize it. The reactants are: [F:1][C:2]1[C:3]([NH:18][C@@H:19]2[CH2:24][CH2:23][CH2:22][N:21]([C:25](=[O:28])[CH:26]=[CH2:27])[CH2:20]2)=[N:4][C:5]([NH:8][C:9]2[CH:10]=[C:11]3[C:15](=[CH:16][CH:17]=2)[CH2:14][NH:13][CH2:12]3)=[N:6][CH:7]=1.O=[C:30]1[CH2:35][CH2:34][N:33]([C:36]([O:38][C:39]([CH3:42])([CH3:41])[CH3:40])=[O:37])[CH2:32][CH2:31]1.[BH3-]C#N.[Na+]. (7) Given the product [C:14]([N:9]1[CH:12]=[C:2]([CH:1]=[O:34])[N:4]=[CH:6]1)([C:27]1[CH:32]=[CH:31][CH:30]=[CH:29][CH:28]=1)([C:21]1[CH:26]=[CH:25][CH:24]=[CH:23][CH:22]=1)[C:15]1[CH:20]=[CH:19][CH:18]=[CH:17][CH:16]=1, predict the reactants needed to synthesize it. The reactants are: [CH3:1][C:2]([N:4]([CH3:6])C)=O.C([N:9]([CH2:12]C)CC)C.[C:14](Cl)([C:27]1[CH:32]=[CH:31][CH:30]=[CH:29][CH:28]=1)([C:21]1[CH:26]=[CH:25][CH:24]=[CH:23][CH:22]=1)[C:15]1[CH:20]=[CH:19][CH:18]=[CH:17][CH:16]=1.[OH2:34]. (8) Given the product [Br:1][C:2]1[CH:9]=[CH:8][C:5](/[CH:6]=[CH:11]/[C:10]([C:13]2[CH:18]=[CH:17][CH:16]=[CH:15][N:14]=2)=[O:12])=[CH:4][CH:3]=1, predict the reactants needed to synthesize it. The reactants are: [Br:1][C:2]1[CH:9]=[CH:8][C:5]([CH:6]=O)=[CH:4][CH:3]=1.[C:10]([C:13]1[CH:18]=[CH:17][CH:16]=[CH:15][N:14]=1)(=[O:12])[CH3:11].C[O-].[Na+]. (9) Given the product [CH3:18][O:17][C@@H:9]([C@@H:4]([NH:1][C:53](=[O:54])[C:52]1[CH:51]=[CH:50][C:49]([NH:48][C:46](=[O:47])[C:45]2[CH:78]=[CH:79][C:42]([N+:39]([O-:41])=[O:40])=[CH:43][CH:44]=2)=[CH:77][CH:76]=1)[C:5]([O:7][CH3:8])=[O:6])[C:10]([O:12][C:13]([CH3:16])([CH3:15])[CH3:14])=[O:11], predict the reactants needed to synthesize it. The reactants are: [N:1]([C@@H:4]([C@H:9]([O:17][CH3:18])[C:10]([O:12][C:13]([CH3:16])([CH3:15])[CH3:14])=[O:11])[C:5]([O:7][CH3:8])=[O:6])=[N+]=[N-].O.C1C=CC(P(C2C=CC=CC=2)C2C=CC=CC=2)=CC=1.[N+:39]([C:42]1[CH:79]=[CH:78][C:45]([C:46]([NH:48][C:49]2[CH:77]=[CH:76][C:52]([C:53](O[C:53](=[O:54])[C:52]3[CH:76]=[CH:77][C:49]([NH:48][C:46](=[O:47])[C:45]4[CH:44]=[CH:43][C:42]([N+:39]([O-:41])=[O:40])=[CH:79][CH:78]=4)=[CH:50][CH:51]=3)=[O:54])=[CH:51][CH:50]=2)=[O:47])=[CH:44][CH:43]=1)([O-:41])=[O:40]. (10) Given the product [Cl:27][C:20]1[CH:19]=[CH:18][C:17]([NH:16][C:13]([CH:11]2[CH2:10][S:9][C:8]([C:5]3[CH:4]=[CH:3][C:2]([F:1])=[CH:7][CH:6]=3)=[N:12]2)=[O:15])=[CH:22][C:21]=1[C:23]([F:24])([F:25])[F:26], predict the reactants needed to synthesize it. The reactants are: [F:1][C:2]1[CH:7]=[CH:6][C:5]([C:8]2[S:9][CH2:10][CH:11]([C:13]([OH:15])=O)[N:12]=2)=[CH:4][CH:3]=1.[NH2:16][C:17]1[CH:18]=[CH:19][C:20]([Cl:27])=[C:21]([C:23]([F:26])([F:25])[F:24])[CH:22]=1.CCN(C(C)C)C(C)C.C1CN([P+](Br)(N2CCCC2)N2CCCC2)CC1.F[P-](F)(F)(F)(F)F.